From a dataset of HIV replication inhibition screening data with 41,000+ compounds from the AIDS Antiviral Screen. Binary Classification. Given a drug SMILES string, predict its activity (active/inactive) in a high-throughput screening assay against a specified biological target. (1) The drug is COc1cccc(CC2C(=O)OCC2Cc2ccc(OC)c(OC)c2)c1. The result is 0 (inactive). (2) The compound is CCN(CCN(CC)C(=O)NC)C(=O)NC. The result is 0 (inactive).